The task is: Predict the reaction yield, written as a fraction of the theoretical maximum amount of product (1.0 means a 100% yield; for example, 0.34 means a 34% yield).. This data is from Reaction yield outcomes from USPTO patents with 853,638 reactions. (1) The product is [CH2:29]([NH:36][CH2:16][C@@H:15]([C:12]1[CH:13]=[CH:14][C:9]([O:8][CH2:1][C:2]2[CH:7]=[CH:6][CH:5]=[CH:4][CH:3]=2)=[C:10]([NH:26][CH:27]=[O:28])[CH:11]=1)[O:18][Si:19]([C:22]([CH3:25])([CH3:24])[CH3:23])([CH3:21])[CH3:20])[C:30]1[CH:35]=[CH:34][CH:33]=[CH:32][CH:31]=1. The catalyst is CN1CCCC1=O. The yield is 0.900. The reactants are [CH2:1]([O:8][C:9]1[CH:14]=[CH:13][C:12]([C@@H:15]([O:18][Si:19]([C:22]([CH3:25])([CH3:24])[CH3:23])([CH3:21])[CH3:20])[CH2:16]Br)=[CH:11][C:10]=1[NH:26][CH:27]=[O:28])[C:2]1[CH:7]=[CH:6][CH:5]=[CH:4][CH:3]=1.[CH2:29]([NH2:36])[C:30]1[CH:35]=[CH:34][CH:33]=[CH:32][CH:31]=1. (2) The reactants are [C:1]([NH:4][C:5]1[S:6][C:7]2[CH:13]=[C:12]([O:14][S:15]([C:18]3[CH:23]=[CH:22][C:21](F)=[CH:20][CH:19]=3)(=[O:17])=[O:16])[CH:11]=[CH:10][C:8]=2[N:9]=1)(=[O:3])[CH3:2].[CH:25]([NH:28][CH2:29][CH2:30][NH2:31])([CH3:27])[CH3:26].C(=O)([O-])[O-].[Cs+].[Cs+].O. The catalyst is CS(C)=O. The product is [C:1]([NH:4][C:5]1[S:6][C:7]2[CH:13]=[C:12]([O:14][S:15]([C:18]3[CH:23]=[CH:22][C:21]([NH:31][CH2:30][CH2:29][NH:28][CH:25]([CH3:27])[CH3:26])=[CH:20][CH:19]=3)(=[O:17])=[O:16])[CH:11]=[CH:10][C:8]=2[N:9]=1)(=[O:3])[CH3:2]. The yield is 0.530. (3) The reactants are [Cl:1][C:2]1[CH:19]=[CH:18][C:5]([O:6][CH2:7][C:8]2[CH:13]=[CH:12][N:11]=[C:10](S(C)(=O)=O)[N:9]=2)=[CH:4][CH:3]=1.[OH-:20].[Na+].Cl. The catalyst is C1COCC1. The product is [Cl:1][C:2]1[CH:19]=[CH:18][C:5]([O:6][CH2:7][C:8]2[CH:13]=[CH:12][NH:11][C:10](=[O:20])[N:9]=2)=[CH:4][CH:3]=1. The yield is 0.540. (4) The catalyst is CN(C=O)C.C1C=CC([P]([Pd]([P](C2C=CC=CC=2)(C2C=CC=CC=2)C2C=CC=CC=2)([P](C2C=CC=CC=2)(C2C=CC=CC=2)C2C=CC=CC=2)[P](C2C=CC=CC=2)(C2C=CC=CC=2)C2C=CC=CC=2)(C2C=CC=CC=2)C2C=CC=CC=2)=CC=1.[Cu]I. The reactants are [CH3:1][O:2][C:3](=[O:23])[NH:4][CH:5]([C:9]([N:11]1[CH2:15][CH2:14][CH2:13][CH:12]1[C:16]1[NH:17][C:18]([C:21]#[CH:22])=[CH:19][N:20]=1)=[O:10])[CH:6]([CH3:8])[CH3:7].[CH3:24][O:25][C:26](=[O:51])[NH:27][CH:28]([C:32]([N:34]1[CH2:38][CH2:37][CH2:36][CH:35]1[C:39]1[NH:40][C:41]([C:44]2[CH:49]=[CH:48][C:47](Br)=[CH:46][CH:45]=2)=[CH:42][N:43]=1)=[O:33])[CH:29]([CH3:31])[CH3:30].C(N(CC)CC)C.O. The yield is 0.240. The product is [CH3:1][O:2][C:3](=[O:23])[NH:4][CH:5]([C:9]([N:11]1[CH2:15][CH2:14][CH2:13][CH:12]1[C:16]1[NH:17][C:18]([C:21]#[C:22][C:47]2[CH:48]=[CH:49][C:44]([C:41]3[NH:40][C:39]([CH:35]4[CH2:36][CH2:37][CH2:38][N:34]4[C:32](=[O:33])[CH:28]([NH:27][C:26]([O:25][CH3:24])=[O:51])[CH:29]([CH3:31])[CH3:30])=[N:43][CH:42]=3)=[CH:45][CH:46]=2)=[CH:19][N:20]=1)=[O:10])[CH:6]([CH3:8])[CH3:7]. (5) The reactants are F[C:2]1[N:7]=[CH:6][C:5]([C:8]2[N:13]=[CH:12][CH:11]=[CH:10][N:9]=2)=[CH:4][CH:3]=1.[O:14]1CCOCC1.Cl. The catalyst is O. The product is [N:9]1[CH:10]=[CH:11][CH:12]=[N:13][C:8]=1[C:5]1[CH:4]=[CH:3][C:2](=[O:14])[NH:7][CH:6]=1. The yield is 0.530. (6) The reactants are [Br:1][C:2]1[CH:10]=[CH:9][C:5]([C:6]([OH:8])=[O:7])=[C:4]([OH:11])[CH:3]=1.S(=O)(=O)(O)O.[CH3:17]O. No catalyst specified. The product is [Br:1][C:2]1[CH:10]=[CH:9][C:5]([C:6]([O:8][CH3:17])=[O:7])=[C:4]([OH:11])[CH:3]=1. The yield is 0.730.